Dataset: Forward reaction prediction with 1.9M reactions from USPTO patents (1976-2016). Task: Predict the product of the given reaction. (1) Given the reactants Cl[C:2]1[C:7]([C:8]([F:11])([F:10])[F:9])=[CH:6][N:5]=[C:4]2[NH:12][CH:13]=[C:14]([NH:15][C:16]([C:18]3[CH:23]=[N:22][CH:21]=[CH:20][N:19]=3)=[O:17])[C:3]=12.[NH:24]1[CH2:29][CH2:28][CH2:27][C@@H:26]([NH:30][C:31](=[O:37])[O:32][C:33]([CH3:36])([CH3:35])[CH3:34])[CH2:25]1, predict the reaction product. The product is: [N:19]1[CH:20]=[CH:21][N:22]=[CH:23][C:18]=1[C:16]([NH:15][C:14]1[C:3]2[C:4](=[N:5][CH:6]=[C:7]([C:8]([F:11])([F:10])[F:9])[C:2]=2[N:24]2[CH2:29][CH2:28][CH2:27][C@@H:26]([NH:30][C:31](=[O:37])[O:32][C:33]([CH3:35])([CH3:34])[CH3:36])[CH2:25]2)[NH:12][CH:13]=1)=[O:17]. (2) Given the reactants B(Br)(Br)Br.C[O:6][C:7]1[C:8]([CH3:17])=[C:9]2[C:13](=[CH:14][CH:15]=1)[C:12](=[O:16])[CH2:11][CH2:10]2, predict the reaction product. The product is: [OH:6][C:7]1[C:8]([CH3:17])=[C:9]2[C:13](=[CH:14][CH:15]=1)[C:12](=[O:16])[CH2:11][CH2:10]2. (3) The product is: [F:16][C:15]1[CH:14]=[C:13]([C:17]([OH:20])([CH3:18])[CH3:19])[CH:12]=[C:11]([F:21])[C:10]=1[C:4]1[S:3][C:2]([NH:1][C:23]2[CH:34]=[CH:33][C:26]([CH2:27][N:28]3[N:29]=[CH:30][CH:31]=[N:32]3)=[CH:25][CH:24]=2)=[C:6]([C:7]([NH2:9])=[O:8])[CH:5]=1. Given the reactants [NH2:1][C:2]1[S:3][C:4]([C:10]2[C:15]([F:16])=[CH:14][C:13]([C:17]([OH:20])([CH3:19])[CH3:18])=[CH:12][C:11]=2[F:21])=[CH:5][C:6]=1[C:7]([NH2:9])=[O:8].Br[C:23]1[CH:34]=[CH:33][C:26]([CH2:27][N:28]2[N:32]=[CH:31][CH:30]=[N:29]2)=[CH:25][CH:24]=1, predict the reaction product. (4) Given the reactants [F:1][C:2]1([F:30])[CH2:6][CH2:5][N:4]([C:7]2[N:12]=[C:11]([NH:13][C:14]3[CH:19]=[C:18]([C:20]([F:23])([F:22])[F:21])[CH:17]=[CH:16][N:15]=3)[CH:10]=[C:9]([C:24]3[CH:25]=[N:26][CH:27]=[CH:28][CH:29]=3)[CH:8]=2)[CH2:3]1.CO.[CH2:33]([Br:40])[C:34]1[CH:39]=[CH:38][CH:37]=[CH:36][CH:35]=1, predict the reaction product. The product is: [Br-:40].[CH2:33]([N+:26]1[CH:27]=[CH:28][CH:29]=[C:24]([C:9]2[CH:10]=[C:11]([NH:13][C:14]3[CH:19]=[C:18]([C:20]([F:22])([F:23])[F:21])[CH:17]=[CH:16][N:15]=3)[N:12]=[C:7]([N:4]3[CH2:5][CH2:6][C:2]([F:1])([F:30])[CH2:3]3)[CH:8]=2)[CH:25]=1)[C:34]1[CH:39]=[CH:38][CH:37]=[CH:36][CH:35]=1. (5) Given the reactants [Cl:1][C:2]1[N:3]=[CH:4][NH:5][C:6]=1[Cl:7].[OH-].[K+].[Br:10][CH2:11][C:12]1[CH:17]=[C:16]([CH2:18]Br)[CH:15]=[C:14]([CH2:20]Br)[CH:13]=1.[Br:22][CH2:23][C:24]1[CH:33]=[CH:32][C:31]2[C:26](=[CH:27][CH:28]=[CH:29][CH:30]=2)[CH:25]=1.[CH2:34]1[CH2:38]O[CH2:36][CH2:35]1, predict the reaction product. The product is: [Br-:10].[C:16]1([CH2:18][N+:3]2[C:2]([Cl:1])=[C:6]([Cl:7])[N:5]([CH2:38][C:34]3[CH:28]=[CH:27][C:26]4[C:36](=[CH:32][CH:33]=[CH:24][CH:25]=4)[CH:35]=3)[CH:4]=2)[CH:17]=[C:12]([CH2:11][N+:3]2[C:2]([Cl:1])=[C:6]([Cl:7])[N:5]([CH2:23][C:24]3[CH:33]=[CH:32][C:31]4[C:26](=[CH:27][CH:28]=[CH:29][CH:30]=4)[CH:25]=3)[CH:4]=2)[CH:13]=[C:14]([CH2:20][N+:3]2[C:2]([Cl:1])=[C:6]([Cl:7])[N:5]([CH2:36][C:35]3[CH:31]=[CH:30][C:29]4[C:38](=[CH:38][CH:34]=[CH:35][CH:36]=4)[CH:34]=3)[CH:4]=2)[CH:15]=1.[Br-:22].[Br-:10].